Predict the reactants needed to synthesize the given product. From a dataset of Full USPTO retrosynthesis dataset with 1.9M reactions from patents (1976-2016). (1) Given the product [CH3:6][O:5][C:3](=[O:4])[CH2:2][O:26][C:11]1[CH:10]=[C:9]([Br:8])[C:14]([O:15][C:16]2[CH:21]=[CH:20][C:19]([NH2:22])=[CH:18][CH:17]=2)=[C:13]([Br:25])[CH:12]=1, predict the reactants needed to synthesize it. The reactants are: Br[CH2:2][C:3]([O:5][CH2:6]C)=[O:4].[Br:8][C:9]1[CH:10]=[C:11]([OH:26])[CH:12]=[C:13]([Br:25])[C:14]=1[O:15][C:16]1[CH:21]=[CH:20][C:19]([N+:22]([O-])=O)=[CH:18][CH:17]=1.C(=O)([O-])[O-].[K+].[K+].C([O-])(=O)C.[Sn](Cl)Cl. (2) Given the product [F:17][CH:8]1[CH2:7][CH2:6][NH:5][C@@H:4]1[C:3]([OH:2])=[O:10], predict the reactants needed to synthesize it. The reactants are: C[O:2][C:3](=[O:10])[C@@H:4]1[CH:8](O)[CH2:7][CH2:6][NH:5]1.CCN(S(F)(F)[F:17])CC.